Dataset: Forward reaction prediction with 1.9M reactions from USPTO patents (1976-2016). Task: Predict the product of the given reaction. (1) Given the reactants [Cl-].O[NH3+:3].[C:4](=[O:7])([O-])[OH:5].[Na+].CS(C)=O.[CH:13]1([C:16]2[S:48][C:19]3[N:20]([CH2:33][C:34]4[CH:39]=[CH:38][C:37]([C:40]5[C:41]([C:46]#[N:47])=[CH:42][CH:43]=[CH:44][CH:45]=5)=[CH:36][CH:35]=4)[C:21](=[O:32])[N:22]([CH2:25][C:26](=[O:31])[C:27]([CH3:30])([CH3:29])[CH3:28])[C:23](=[O:24])[C:18]=3[CH:17]=2)[CH2:15][CH2:14]1, predict the reaction product. The product is: [CH:13]1([C:16]2[S:48][C:19]3[N:20]([CH2:33][C:34]4[CH:35]=[CH:36][C:37]([C:40]5[CH:45]=[CH:44][CH:43]=[CH:42][C:41]=5[C:46]5[NH:3][C:4](=[O:7])[O:5][N:47]=5)=[CH:38][CH:39]=4)[C:21](=[O:32])[N:22]([CH2:25][C:26](=[O:31])[C:27]([CH3:28])([CH3:30])[CH3:29])[C:23](=[O:24])[C:18]=3[CH:17]=2)[CH2:15][CH2:14]1. (2) Given the reactants [CH3:1]C(OC(N(C)C)N(C)C)(C)C.[CH3:13][C:14]1[C:19]([N+:20]([O-])=O)=[CH:18][CH:17]=[C:16]([CH3:23])[C:15]=1[Br:24], predict the reaction product. The product is: [Br:24][C:15]1[C:16]([CH3:23])=[CH:17][CH:18]=[C:19]2[C:14]=1[CH:13]=[CH:1][NH:20]2. (3) Given the reactants [O:1]=[C:2]([C:27]1[C:36]2[C:31](=[CH:32][CH:33]=[C:34]([O:37][CH3:38])[CH:35]=2)[N:30]=[CH:29][C:28]=1[F:39])[CH2:3][CH2:4][CH:5]1[CH2:10][CH2:9][N:8]([CH2:11][CH2:12][S:13][C:14]2[CH:19]=[C:18]([F:20])[CH:17]=[CH:16][C:15]=2[F:21])[CH2:7][CH:6]1[CH2:22][C:23]([O:25]C)=[O:24].[OH-].[Na+].O1CCOCC1.O, predict the reaction product. The product is: [O:1]=[C:2]([C:27]1[C:36]2[C:31](=[CH:32][CH:33]=[C:34]([O:37][CH3:38])[CH:35]=2)[N:30]=[CH:29][C:28]=1[F:39])[CH2:3][CH2:4][CH:5]1[CH2:10][CH2:9][N:8]([CH2:11][CH2:12][S:13][C:14]2[CH:19]=[C:18]([F:20])[CH:17]=[CH:16][C:15]=2[F:21])[CH2:7][CH:6]1[CH2:22][C:23]([OH:25])=[O:24]. (4) Given the reactants [F:1][C:2]([F:9])([F:8])[C:3]([O:5]CC)=O.C[O-].[Na+].[CH3:13][C:14]1[CH:15]=[C:16]2[C:21](=[CH:22][CH:23]=1)[C:20](=[O:24])[CH2:19][CH2:18][CH2:17]2.Cl, predict the reaction product. The product is: [CH3:13][C:14]1[CH:15]=[C:16]2[C:21](=[CH:22][CH:23]=1)[C:20](=[O:24])[CH:19]([C:3](=[O:5])[C:2]([F:1])([F:8])[F:9])[CH2:18][CH2:17]2. (5) The product is: [ClH:47].[ClH:47].[OH:38][CH2:37][CH2:36][N:33]1[CH2:34][CH2:35][CH:30]([CH2:29][O:28][C:22]2[CH:21]=[C:20]3[C:25]([CH2:26][CH2:27][N:18]([C:9]([NH2:10])=[NH:8])[CH2:19]3)=[CH:24][CH:23]=2)[CH2:31][CH2:32]1. Given the reactants C(OC([NH:8][C:9]([N:18]1[CH2:27][CH2:26][C:25]2[C:20](=[CH:21][C:22]([O:28][CH2:29][CH:30]3[CH2:35][CH2:34][N:33]([CH2:36][CH2:37][OH:38])[CH2:32][CH2:31]3)=[CH:23][CH:24]=2)[CH2:19]1)=[N:10]C(OC(C)(C)C)=O)=O)(C)(C)C.FC(F)(F)C(O)=O.C(Cl)(Cl)[Cl:47], predict the reaction product.